From a dataset of Full USPTO retrosynthesis dataset with 1.9M reactions from patents (1976-2016). Predict the reactants needed to synthesize the given product. Given the product [CH:15]([C:17]1[CH:22]=[CH:21][C:20]([C:7]2[CH:2]=[CH:3][C:4]([C:8]3[O:12][C:11]([CH:13]=[O:14])=[CH:10][CH:9]=3)=[N:5][CH:6]=2)=[CH:19][CH:18]=1)=[O:16], predict the reactants needed to synthesize it. The reactants are: Br[C:2]1[CH:7]=[CH:6][N:5]=[C:4]([C:8]2[O:12][C:11]([CH:13]=[O:14])=[CH:10][CH:9]=2)[CH:3]=1.[CH:15]([C:17]1[CH:22]=[CH:21][C:20](B(O)O)=[CH:19][CH:18]=1)=[O:16].